From a dataset of Forward reaction prediction with 1.9M reactions from USPTO patents (1976-2016). Predict the product of the given reaction. (1) The product is: [Br:1][C:2]1[CH:8]=[C:7]([CH3:9])[CH:6]=[CH:5][C:3]=1[C:22]#[N:23]. Given the reactants [Br:1][C:2]1[CH:8]=[C:7]([CH3:9])[CH:6]=[CH:5][C:3]=1N.F[B-](F)(F)F.N(OC(C)(C)C)=O.[C:22]([Cu])#[N:23].[C-]#N.[Na+], predict the reaction product. (2) The product is: [NH2:15][C:14]1[CH:13]=[CH:12][S:11][C:10]=1[C:5]1[N:6]([CH3:9])[C:7](=[O:8])[C:2]([OH:1])=[C:3]([C:18]([O:20][CH3:21])=[O:19])[N:4]=1. Given the reactants [OH:1][C:2]1[C:7](=[O:8])[N:6]([CH3:9])[C:5]([C:10]2[S:11][CH:12]=[CH:13][C:14]=2[N+:15]([O-])=O)=[N:4][C:3]=1[C:18]([O:20][CH3:21])=[O:19], predict the reaction product. (3) Given the reactants [CH2:1]([OH:3])[CH3:2].[OH-].C([N+](CC)(CC)CC)C.[O:14]1[CH:20]2[CH:15]1CC(CC[Si](OC)(OC)OC)[CH2:18][CH2:19]2.C1([Si](OC)(OC)[O:37]C)C=CC=CC=1, predict the reaction product. The product is: [C:1]([O:37][CH:19]([CH3:18])[CH2:20][O:14][CH3:15])(=[O:3])[CH3:2]. (4) Given the reactants [C:1]12([OH:13])[CH2:10][C:5]3([OH:11])[CH2:6][CH:7]([CH2:9][C:3]([OH:12])([CH2:4]3)[CH2:2]1)[CH2:8]2.[C:14](O)(=[O:18])[C:15]([CH3:17])=[CH2:16].S(=O)(=O)(O)O.COC1C=CC(O)=CC=1.O=O.[OH-].[Na+], predict the reaction product. The product is: [C:14]([O:13][C:1]12[CH2:10][C:5]3([OH:11])[CH2:6][CH:7]([CH2:9][C:3]([OH:12])([CH2:4]3)[CH2:2]1)[CH2:8]2)(=[O:18])[C:15]([CH3:17])=[CH2:16].